From a dataset of Full USPTO retrosynthesis dataset with 1.9M reactions from patents (1976-2016). Predict the reactants needed to synthesize the given product. The reactants are: [Br:1][C:2]1[CH:3]=[CH:4][C:5]([O:10][CH2:11][C:12]2[CH:17]=[CH:16][CH:15]=[CH:14][CH:13]=2)=[C:6]([CH:9]=1)[CH:7]=[O:8].[CH:18]([C:20]([CH2:22][CH3:23])=[O:21])=[CH2:19].C(N(CC)CC)C. Given the product [Br:1][C:2]1[CH:3]=[CH:4][C:5]([O:10][CH2:11][C:12]2[CH:13]=[CH:14][CH:15]=[CH:16][CH:17]=2)=[C:6]([C:7](=[O:8])[CH2:19][CH2:18][C:20](=[O:21])[CH2:22][CH3:23])[CH:9]=1, predict the reactants needed to synthesize it.